From a dataset of Reaction yield outcomes from USPTO patents with 853,638 reactions. Predict the reaction yield, written as a fraction of the theoretical maximum amount of product (1.0 means a 100% yield; for example, 0.34 means a 34% yield). (1) The reactants are [N:1]1([C:14]([O:16][CH2:17][CH:18]2[C:30]3[C:25](=[CH:26][CH:27]=[CH:28][CH:29]=3)[C:24]3[C:19]2=[CH:20][CH:21]=[CH:22][CH:23]=3)=[O:15])[CH2:13][C@H:7]([O:8][C:9]([CH3:12])([CH3:11])[CH3:10])[CH2:6][C@H:2]1[C:3]([OH:5])=O.C(Cl)CCl.C1C=CC2N(O)N=NC=2C=1.[Cl:45][C:46]1[CH:53]=[CH:52][C:49]([CH2:50][NH2:51])=[CH:48][CH:47]=1. The catalyst is C(Cl)Cl.CCOC(C)=O. The product is [C:9]([O:8][C@H:7]1[CH2:13][N:1]([C:14]([O:16][CH2:17][CH:18]2[C:30]3[CH:29]=[CH:28][CH:27]=[CH:26][C:25]=3[C:24]3[C:19]2=[CH:20][CH:21]=[CH:22][CH:23]=3)=[O:15])[C@H:2]([C:3](=[O:5])[NH:51][CH2:50][C:49]2[CH:52]=[CH:53][C:46]([Cl:45])=[CH:47][CH:48]=2)[CH2:6]1)([CH3:10])([CH3:11])[CH3:12]. The yield is 0.890. (2) The catalyst is CCOC(C)=O. The reactants are [Cl:1][S:2]([OH:5])(=O)=[O:3].[Cl:6][C:7]1[CH:8]=[C:9]2[C:14](=[CH:15][CH:16]=1)[N:13]([C@H:17]1[CH2:21][CH2:20][N:19]([C:22]3[CH:27]=[CH:26][CH:25]=[CH:24][CH:23]=3)[C:18]1=[O:28])[CH2:12][CH2:11][CH2:10]2. The yield is 0.610. The product is [Cl:6][C:7]1[CH:8]=[C:9]2[C:14](=[CH:15][CH:16]=1)[N:13]([C@H:17]1[CH2:21][CH2:20][N:19]([C:22]3[CH:23]=[CH:24][C:25]([S:2]([Cl:1])(=[O:5])=[O:3])=[CH:26][CH:27]=3)[C:18]1=[O:28])[CH2:12][CH2:11][CH2:10]2.